This data is from Forward reaction prediction with 1.9M reactions from USPTO patents (1976-2016). The task is: Predict the product of the given reaction. The product is: [N:16]([CH2:6][C:7]1[CH:12]=[CH:11][C:10]([C:13]#[N:14])=[C:9]([F:15])[CH:8]=1)=[N+:17]=[N-:18]. Given the reactants CS(O[CH2:6][C:7]1[CH:12]=[CH:11][C:10]([C:13]#[N:14])=[C:9]([F:15])[CH:8]=1)(=O)=O.[N-:16]=[N+:17]=[N-:18].[Na+], predict the reaction product.